This data is from NCI-60 drug combinations with 297,098 pairs across 59 cell lines. The task is: Regression. Given two drug SMILES strings and cell line genomic features, predict the synergy score measuring deviation from expected non-interaction effect. (1) Drug 1: CC1=C(C=C(C=C1)NC2=NC=CC(=N2)N(C)C3=CC4=NN(C(=C4C=C3)C)C)S(=O)(=O)N.Cl. Drug 2: C1CC(=O)NC(=O)C1N2CC3=C(C2=O)C=CC=C3N. Cell line: SNB-19. Synergy scores: CSS=-3.98, Synergy_ZIP=-0.838, Synergy_Bliss=-7.62, Synergy_Loewe=-7.69, Synergy_HSA=-8.88. (2) Drug 1: CC(C)NC(=O)C1=CC=C(C=C1)CNNC.Cl. Drug 2: CC(C)CN1C=NC2=C1C3=CC=CC=C3N=C2N. Cell line: BT-549. Synergy scores: CSS=1.51, Synergy_ZIP=-2.67, Synergy_Bliss=-5.34, Synergy_Loewe=-1.24, Synergy_HSA=-2.66.